From a dataset of Forward reaction prediction with 1.9M reactions from USPTO patents (1976-2016). Predict the product of the given reaction. (1) Given the reactants Br[C:2]1[CH:3]=[C:4]2[C:9](=[CH:10][CH:11]=1)[CH:8]([CH3:12])[NH:7][CH2:6][CH2:5]2.B(O)O, predict the reaction product. The product is: [CH3:12][CH:8]1[C:9]2[C:4](=[CH:3][C:2]([C:5]3[CH:6]=[N:7][CH:8]=[CH:9][CH:4]=3)=[CH:11][CH:10]=2)[CH2:5][CH2:6][NH:7]1. (2) Given the reactants [F:1][C:2]1[CH:7]=[CH:6][CH:5]=[C:4]([O:8][CH3:9])[C:3]=1B(O)O.O.[C:14]([OH:18])(=[O:17])[CH:15]=O.[CH3:19][N:20]1[CH2:25][CH2:24][NH:23][CH2:22][CH2:21]1, predict the reaction product. The product is: [F:1][C:2]1[CH:7]=[CH:6][CH:5]=[C:4]([O:8][CH3:9])[C:3]=1[CH:15]([N:23]1[CH2:24][CH2:25][N:20]([CH3:19])[CH2:21][CH2:22]1)[C:14]([OH:18])=[O:17]. (3) Given the reactants S(Cl)(Cl)=O.[Al+3].[Cl-].[Cl-].[Cl-].[Cl:9][C:10]1[CH:15]=[CH:14][CH:13]=[CH:12][C:11]=1[CH2:16][CH2:17][C:18](Cl)=[O:19], predict the reaction product. The product is: [Cl:9][C:10]1[CH:15]=[CH:14][CH:13]=[C:12]2[C:11]=1[CH2:16][CH2:17][C:18]2=[O:19]. (4) Given the reactants C(Cl)CCl.Cl.[O:6]=[C:7]1[NH:13][C:12]2[N:14]=[CH:15][C:16](/[CH:18]=[CH:19]/[C:20]([OH:22])=O)=[CH:17][C:11]=2[CH2:10][CH2:9][CH2:8]1.[CH3:23][N:24]1[C:32]2[C:27](=[CH:28][CH:29]=[CH:30][CH:31]=2)[C:26]([CH2:33][NH:34][CH3:35])=[CH:25]1.C1C=CC2N(O)N=NC=2C=1.O.C(N(C(C)C)CC)(C)C, predict the reaction product. The product is: [CH3:35][N:34]([CH2:33][C:26]1[C:27]2[C:32](=[CH:31][CH:30]=[CH:29][CH:28]=2)[N:24]([CH3:23])[CH:25]=1)[C:20](=[O:22])/[CH:19]=[CH:18]/[C:16]1[CH:15]=[N:14][C:12]2[NH:13][C:7](=[O:6])[CH2:8][CH2:9][CH2:10][C:11]=2[CH:17]=1. (5) Given the reactants [N+:1]([O-:4])(O)=[O:2].[Cl:5][C:6]1[S:10][C:9]([C:11]([O:13][CH3:14])=[O:12])=[CH:8][CH:7]=1, predict the reaction product. The product is: [Cl:5][C:6]1[S:10][C:9]([C:11]([O:13][CH3:14])=[O:12])=[CH:8][C:7]=1[N+:1]([O-:4])=[O:2]. (6) Given the reactants CC(O[C:7]1[CH:12]=[CH:11][C:10]([C:13]2[CH:18]=[CH:17][C:16](=[O:19])[N:15]([CH:20]([CH3:22])[CH3:21])[N:14]=2)=[C:9]([C:23]2[CH:28]=[CH:27][CH:26]=[CH:25][CH:24]=2)[N:8]=1)C(N)=O.C([O-])([O-])=O.[K+].[K+].O.Cl.C[N:38](C=O)C, predict the reaction product. The product is: [NH2:38][C:7]1[N:8]=[C:9]([C:23]2[CH:24]=[CH:25][CH:26]=[CH:27][CH:28]=2)[C:10]([C:13]2[CH:18]=[CH:17][C:16](=[O:19])[N:15]([CH:20]([CH3:21])[CH3:22])[N:14]=2)=[CH:11][CH:12]=1. (7) Given the reactants [F:1][C:2]([F:15])([F:14])[C:3]1[CH:8]=[CH:7][C:6]([CH2:9][CH2:10][C:11](Cl)=[O:12])=[CH:5][CH:4]=1.[CH:16]([NH:19][CH2:20][C:21]1[O:25][N:24]=[C:23]([C:26]2[CH:31]=[CH:30][CH:29]=[CH:28][CH:27]=2)[N:22]=1)([CH3:18])[CH3:17].C(N(CC)CC)C, predict the reaction product. The product is: [CH:16]([N:19]([CH2:20][C:21]1[O:25][N:24]=[C:23]([C:26]2[CH:31]=[CH:30][CH:29]=[CH:28][CH:27]=2)[N:22]=1)[C:11](=[O:12])[CH2:10][CH2:9][C:6]1[CH:7]=[CH:8][C:3]([C:2]([F:15])([F:14])[F:1])=[CH:4][CH:5]=1)([CH3:18])[CH3:17]. (8) Given the reactants [NH2:1][C:2]1[CH:3]=[CH:4][C:5]([F:28])=[C:6]([C@:8]2([CH3:27])[CH2:13][N:12]3[C:14]([C:17]#[N:18])=[CH:15][N:16]=[C:11]3[C:10]([NH:19][C:20](=[O:26])[O:21][C:22]([CH3:25])([CH3:24])[CH3:23])=[N:9]2)[CH:7]=1.[CH3:29][O:30][C:31]1[N:32]=[CH:33][C:34]([C:37](O)=[O:38])=[N:35][CH:36]=1, predict the reaction product. The product is: [C:17]([C:14]1[N:12]2[CH2:13][C@:8]([C:6]3[CH:7]=[C:2]([NH:1][C:37]([C:34]4[CH:33]=[N:32][C:31]([O:30][CH3:29])=[CH:36][N:35]=4)=[O:38])[CH:3]=[CH:4][C:5]=3[F:28])([CH3:27])[N:9]=[C:10]([NH:19][C:20](=[O:26])[O:21][C:22]([CH3:24])([CH3:23])[CH3:25])[C:11]2=[N:16][CH:15]=1)#[N:18]. (9) Given the reactants [CH3:1][N:2]([CH2:6][CH:7]1[CH2:12][CH2:11][NH:10][CH2:9][CH2:8]1)[C:3](=[O:5])[CH3:4].[F:13][C:14]([F:40])([F:39])[C:15]1[CH:20]=[CH:19][C:18]([C:21]2[C:22]([C:27]([NH:29][C:30]3[CH:31]=[C:32]([C:36](O)=[O:37])[N:33]([CH3:35])[CH:34]=3)=[O:28])=[CH:23][CH:24]=[CH:25][CH:26]=2)=[CH:17][CH:16]=1.CN(C(ON1N=NC2C=CC=CC1=2)=[N+](C)C)C.[B-](F)(F)(F)F.C(N(CC)CC)C, predict the reaction product. The product is: [C:3]([N:2]([CH2:6][CH:7]1[CH2:8][CH2:9][N:10]([C:36]([C:32]2[N:33]([CH3:35])[CH:34]=[C:30]([NH:29][C:27]([C:22]3[C:21]([C:18]4[CH:17]=[CH:16][C:15]([C:14]([F:40])([F:13])[F:39])=[CH:20][CH:19]=4)=[CH:26][CH:25]=[CH:24][CH:23]=3)=[O:28])[CH:31]=2)=[O:37])[CH2:11][CH2:12]1)[CH3:1])(=[O:5])[CH3:4]. (10) Given the reactants I[C:2]1[CH:3]=[CH:4][C:5]([CH3:25])=[C:6]([NH:8][C:9](=[O:24])[C:10]2[CH:15]=[CH:14][C:13]([O:16][CH2:17][C:18]3[CH:23]=[CH:22][CH:21]=[CH:20][N:19]=3)=[CH:12][CH:11]=2)[CH:7]=1.[CH3:26][C:27]1[S:28][C:29](B2OC(C)(C)C(C)(C)O2)=[C:30]([CH3:32])[N:31]=1.C([O-])([O-])=O.[Cs+].[Cs+].Cl, predict the reaction product. The product is: [CH3:26][C:27]1[S:28][C:29]([C:2]2[CH:3]=[CH:4][C:5]([CH3:25])=[C:6]([NH:8][C:9](=[O:24])[C:10]3[CH:15]=[CH:14][C:13]([O:16][CH2:17][C:18]4[CH:23]=[CH:22][CH:21]=[CH:20][N:19]=4)=[CH:12][CH:11]=3)[CH:7]=2)=[C:30]([CH3:32])[N:31]=1.